Dataset: Full USPTO retrosynthesis dataset with 1.9M reactions from patents (1976-2016). Task: Predict the reactants needed to synthesize the given product. (1) Given the product [CH3:18][C:19]1[O:23][N:22]=[CH:21][C:20]=1[C:24]([N:14]1[CH2:15][CH2:16][CH2:17][C@H:12]([C:10]2[O:9][N:8]=[C:7]([C:3]3[NH:2][CH:6]=[CH:5][CH:4]=3)[N:11]=2)[CH2:13]1)=[O:25], predict the reactants needed to synthesize it. The reactants are: Cl.[NH:2]1[CH:6]=[CH:5][CH:4]=[C:3]1[C:7]1[N:11]=[C:10]([C@H:12]2[CH2:17][CH2:16][CH2:15][NH:14][CH2:13]2)[O:9][N:8]=1.[CH3:18][C:19]1[O:23][N:22]=[CH:21][C:20]=1[C:24](O)=[O:25]. (2) Given the product [F:21][C:19]([F:22])([F:20])[C:16]1[N:17]=[CH:18][C:13]([O:12][C:11]2[CH:10]=[C:9]([CH:25]=[CH:24][CH:23]=2)[CH:8]=[C:5]2[CH2:6][CH2:7][N:2]([C:33]([NH:32][C:28]3[N:27]=[N:26][CH:31]=[CH:30][CH:29]=3)=[O:34])[CH2:3][CH2:4]2)=[CH:14][CH:15]=1, predict the reactants needed to synthesize it. The reactants are: Cl.[NH:2]1[CH2:7][CH2:6][C:5](=[CH:8][C:9]2[CH:10]=[C:11]([CH:23]=[CH:24][CH:25]=2)[O:12][C:13]2[CH:14]=[CH:15][C:16]([C:19]([F:22])([F:21])[F:20])=[N:17][CH:18]=2)[CH2:4][CH2:3]1.[N:26]1[CH:31]=[CH:30][CH:29]=[C:28]([NH:32][C:33](=O)[O:34]C2C=CC=CC=2)[N:27]=1.C(N(CC)CC)C.O. (3) Given the product [C:8]([O:1][CH2:2][C:3]([CH3:7])([CH3:4])[CH2:5][OH:6])(=[O:15])[C:9]1[CH:14]=[CH:13][CH:12]=[CH:11][CH:10]=1, predict the reactants needed to synthesize it. The reactants are: [OH:1][CH2:2][C:3]([CH3:7])([CH2:5][OH:6])[CH3:4].[C:8](Cl)(=[O:15])[C:9]1[CH:14]=[CH:13][CH:12]=[CH:11][CH:10]=1.N1C=CC=CC=1. (4) The reactants are: [CH3:1][C:2]([CH3:8])([CH3:7])[C:3](=[N:5][OH:6])[CH3:4].[Li+].[OH-].[CH2:11]1[O:13][CH2:12]1. Given the product [OH:13][CH2:12][CH2:11][O:6][N:5]=[C:3]([C:2]([CH3:8])([CH3:7])[CH3:1])[CH3:4], predict the reactants needed to synthesize it. (5) Given the product [ClH:29].[CH:1]1([N:6]2[C:14]3[C:13]([C:15]#[N:16])=[CH:12][NH:11][C:10](=[O:17])[C:9]=3[C:8]([C:18]3[NH:22][N:21]=[CH:20][CH:19]=3)=[CH:7]2)[CH2:2][CH2:3][CH2:4][CH2:5]1, predict the reactants needed to synthesize it. The reactants are: [CH:1]1([N:6]2[C:14]3[C:13]([C:15]#[N:16])=[CH:12][NH:11][C:10](=[O:17])[C:9]=3[C:8]([C:18]3[N:22](C4CCCCO4)[N:21]=[CH:20][CH:19]=3)=[CH:7]2)[CH2:5][CH2:4][CH2:3][CH2:2]1.[ClH:29].C(OCC)(=O)C. (6) The reactants are: [CH2:1]([OH:8])[CH:2]1[CH2:7][CH:6]=[CH:5][CH2:4][CH2:3]1.N1C=CN=C1.[CH3:14][C:15]([Si:18](Cl)([CH3:20])[CH3:19])([CH3:17])[CH3:16]. Given the product [Si:18]([O:8][CH2:1][CH:2]1[CH2:3][CH2:4][CH:5]=[CH:6][CH2:7]1)([C:15]([CH3:17])([CH3:16])[CH3:14])([CH3:20])[CH3:19], predict the reactants needed to synthesize it. (7) Given the product [CH:1]1([C:4]2[CH:12]=[C:11]3[C:7]([C:8]([CH2:19][C:20]4[N:25]=[C:24]([C:26]#[N:28])[CH:23]=[CH:22][CH:21]=4)=[C:9]([C:13]4[CH:18]=[CH:17][CH:16]=[CH:15][CH:14]=4)[NH:10]3)=[CH:6][CH:5]=2)[CH2:2][CH2:3]1, predict the reactants needed to synthesize it. The reactants are: [CH:1]1([C:4]2[CH:12]=[C:11]3[C:7]([C:8]([CH2:19][C:20]4[N:25]=[C:24]([C:26]([NH2:28])=O)[CH:23]=[CH:22][CH:21]=4)=[C:9]([C:13]4[CH:18]=[CH:17][CH:16]=[CH:15][CH:14]=4)[NH:10]3)=[CH:6][CH:5]=2)[CH2:3][CH2:2]1.P(Cl)(Cl)(Cl)=O.C(=O)([O-])O.[Na+].